From a dataset of Peptide-MHC class I binding affinity with 185,985 pairs from IEDB/IMGT. Regression. Given a peptide amino acid sequence and an MHC pseudo amino acid sequence, predict their binding affinity value. This is MHC class I binding data. (1) The peptide sequence is PSAINYALI. The MHC is H-2-Db with pseudo-sequence H-2-Db. The binding affinity (normalized) is 0.465. (2) The peptide sequence is FFGWEGVGV. The MHC is HLA-A02:01 with pseudo-sequence HLA-A02:01. The binding affinity (normalized) is 0.432. (3) The peptide sequence is SSDDIPPRW. The MHC is HLA-A26:02 with pseudo-sequence HLA-A26:02. The binding affinity (normalized) is 0.0847. (4) The peptide sequence is ASSEPHCAL. The MHC is HLA-B58:01 with pseudo-sequence HLA-B58:01. The binding affinity (normalized) is 0.0847. (5) The peptide sequence is LQAGFFLLTR. The MHC is HLA-A11:01 with pseudo-sequence HLA-A11:01. The binding affinity (normalized) is 0.394. (6) The peptide sequence is SVGTGILFM. The MHC is HLA-A68:02 with pseudo-sequence HLA-A68:02. The binding affinity (normalized) is 0.0928. (7) The peptide sequence is IMETIDPVYI. The MHC is HLA-A02:03 with pseudo-sequence HLA-A02:03. The binding affinity (normalized) is 0.494.